Dataset: Forward reaction prediction with 1.9M reactions from USPTO patents (1976-2016). Task: Predict the product of the given reaction. (1) Given the reactants [C:1]12([C:8]([OH:10])=O)[CH2:7][CH:4]([CH2:5][CH2:6]1)[CH2:3][CH2:2]2.S(Cl)([Cl:13])=O, predict the reaction product. The product is: [C:1]12([C:8]([Cl:13])=[O:10])[CH2:7][CH:4]([CH2:5][CH2:6]1)[CH2:3][CH2:2]2. (2) Given the reactants [CH3:1][C:2]1[CH:3]([C:18]#[N:19])[C:4](=O)[N:5]=[C:6]([C:8]2[CH:13]=[CH:12][C:11]([N+:14]([O-:16])=[O:15])=[CH:10][CH:9]=2)[N:7]=1.P(Cl)(Cl)([Cl:22])=O, predict the reaction product. The product is: [Cl:22][C:4]1[C:3]([C:18]#[N:19])=[C:2]([CH3:1])[N:7]=[C:6]([C:8]2[CH:13]=[CH:12][C:11]([N+:14]([O-:16])=[O:15])=[CH:10][CH:9]=2)[N:5]=1. (3) Given the reactants [CH:1]([N:14]1[CH2:19][CH2:18][N:17]([NH:20][C:21]([CH:23]2[CH2:28][NH:27][CH2:26][CH2:25][N:24]2[S:29]([C:32]2[CH:37]=[CH:36][C:35]([O:38][CH3:39])=[C:34]([O:40][CH3:41])[CH:33]=2)(=[O:31])=[O:30])=[O:22])[CH2:16][CH2:15]1)([C:8]1[CH:13]=[CH:12][CH:11]=[CH:10][CH:9]=1)[C:2]1[CH:7]=[CH:6][CH:5]=[CH:4][CH:3]=1.C(N(CC)CC)C.[C:49](Cl)(=[O:55])[CH2:50][CH2:51][CH2:52][CH2:53][CH3:54], predict the reaction product. The product is: [CH:1]([N:14]1[CH2:19][CH2:18][N:17]([NH:20][C:21]([CH:23]2[CH2:28][N:27]([C:49](=[O:55])[CH2:50][CH2:51][CH2:52][CH2:53][CH3:54])[CH2:26][CH2:25][N:24]2[S:29]([C:32]2[CH:37]=[CH:36][C:35]([O:38][CH3:39])=[C:34]([O:40][CH3:41])[CH:33]=2)(=[O:31])=[O:30])=[O:22])[CH2:16][CH2:15]1)([C:2]1[CH:7]=[CH:6][CH:5]=[CH:4][CH:3]=1)[C:8]1[CH:13]=[CH:12][CH:11]=[CH:10][CH:9]=1. (4) Given the reactants [CH3:1][C:2]([C:5]1[C:10]([C:11]([O:13][CH2:14][CH3:15])=[O:12])=[CH:9][N:8]=[C:7](O)[N:6]=1)([CH3:4])[CH3:3].C([O-])(O)=O.[Na+].C1(OP(Cl)([Cl:31])=O)C=CC=CC=1, predict the reaction product. The product is: [Cl:31][C:7]1[N:6]=[C:5]([C:2]([CH3:4])([CH3:3])[CH3:1])[C:10]([C:11]([O:13][CH2:14][CH3:15])=[O:12])=[CH:9][N:8]=1.